From a dataset of Reaction yield outcomes from USPTO patents with 853,638 reactions. Predict the reaction yield, written as a fraction of the theoretical maximum amount of product (1.0 means a 100% yield; for example, 0.34 means a 34% yield). (1) The reactants are [F:1][C:2]([F:20])([F:19])[C:3]1[CH:4]=[CH:5][C:6]([O:9][C:10]2[CH:15]=[CH:14][C:13]([CH2:16][CH2:17][NH2:18])=[CH:12][CH:11]=2)=[N:7][CH:8]=1.[CH3:21][O:22][C:23]1[N:28]=[CH:27][C:26]([CH2:29][C:30]2[C:31](=[O:38])[N:32]=[C:33](SC)[NH:34][CH:35]=2)=[CH:25][N:24]=1. The catalyst is C(O)C. The product is [CH3:21][O:22][C:23]1[N:24]=[CH:25][C:26]([CH2:29][C:30]2[C:31](=[O:38])[N:32]=[C:33]([NH:18][CH2:17][CH2:16][C:13]3[CH:14]=[CH:15][C:10]([O:9][C:6]4[CH:5]=[CH:4][C:3]([C:2]([F:19])([F:1])[F:20])=[CH:8][N:7]=4)=[CH:11][CH:12]=3)[NH:34][CH:35]=2)=[CH:27][N:28]=1. The yield is 0.360. (2) The reactants are [CH2:1]([O:8][C:9]([C:11]1[C:19]2[C:14](=[CH:15][CH:16]=[C:17]([O:20][CH2:21][CH2:22][CH2:23]Br)[CH:18]=2)[NH:13][C:12]=1[CH3:25])=[O:10])[C:2]1[CH:7]=[CH:6][CH:5]=[CH:4][CH:3]=1.[NH:26]1[CH2:30][CH2:29][CH2:28][CH2:27]1. The catalyst is C(#N)C. The product is [CH2:1]([O:8][C:9]([C:11]1[C:19]2[C:14](=[CH:15][CH:16]=[C:17]([O:20][CH2:21][CH2:22][CH2:23][N:26]3[CH2:30][CH2:29][CH2:28][CH2:27]3)[CH:18]=2)[NH:13][C:12]=1[CH3:25])=[O:10])[C:2]1[CH:7]=[CH:6][CH:5]=[CH:4][CH:3]=1. The yield is 0.420. (3) The reactants are [C:1]1([C:41]2[CH:46]=[CH:45][CH:44]=[CH:43][CH:42]=2)[CH:6]=[CH:5][C:4]([CH2:7][CH:8]([NH:31][S:32]([C:35]2[CH:36]=[N:37][CH:38]=[CH:39][CH:40]=2)(=[O:34])=[O:33])[C:9]2[N:14]=[C:13]([N:15]([CH2:23][C:24]([O:26]C(C)(C)C)=[O:25])C(OC(C)(C)C)=O)[CH:12]=[CH:11][CH:10]=2)=[CH:3][CH:2]=1.[ClH:47].O1CCOCC1. The catalyst is C(Cl)Cl. The product is [ClH:47].[C:1]1([C:41]2[CH:42]=[CH:43][CH:44]=[CH:45][CH:46]=2)[CH:2]=[CH:3][C:4]([CH2:7][CH:8]([NH:31][S:32]([C:35]2[CH:36]=[N:37][CH:38]=[CH:39][CH:40]=2)(=[O:33])=[O:34])[C:9]2[N:14]=[C:13]([NH:15][CH2:23][C:24]([OH:26])=[O:25])[CH:12]=[CH:11][CH:10]=2)=[CH:5][CH:6]=1. The yield is 0.940. (4) The reactants are Cl[C:2]1[C:3]2[CH2:14][O:13][CH2:12][C:4]=2[N:5]=[C:6]([S:8]([CH3:11])(=[O:10])=[O:9])[N:7]=1.[CH3:15][C:16]1[CH:20]=[C:19]([NH2:21])[NH:18][N:17]=1.C(N(C(C)C)CC)(C)C.[I-].[Na+]. The catalyst is CN(C=O)C.C(OCC)(=O)C. The product is [CH3:15][C:16]1[CH:20]=[C:19]([NH:21][C:2]2[C:3]3[CH2:14][O:13][CH2:12][C:4]=3[N:5]=[C:6]([S:8]([CH3:11])(=[O:10])=[O:9])[N:7]=2)[NH:18][N:17]=1. The yield is 0.260. (5) The reactants are [C:1]1([C:7]2[O:15][C:14]3[CH:13]=[CH:12][N:11]([C:16]4[CH:17]=[C:18]5[C:22](=[CH:23][CH:24]=4)[N:21]([CH2:25][CH2:26][N:27]4[CH2:31][CH2:30][CH2:29][CH2:28]4)[N:20]=[CH:19]5)[C:10](=[O:32])[C:9]=3[CH:8]=2)[CH:6]=[CH:5][CH:4]=[CH:3][CH:2]=1.[ClH:33]. The catalyst is C(Cl)Cl.CCOCC. The product is [ClH:33].[C:1]1([C:7]2[O:15][C:14]3[CH:13]=[CH:12][N:11]([C:16]4[CH:17]=[C:18]5[C:22](=[CH:23][CH:24]=4)[N:21]([CH2:25][CH2:26][N:27]4[CH2:28][CH2:29][CH2:30][CH2:31]4)[N:20]=[CH:19]5)[C:10](=[O:32])[C:9]=3[CH:8]=2)[CH:6]=[CH:5][CH:4]=[CH:3][CH:2]=1. The yield is 0.480. (6) The yield is 1.00. The reactants are [C:1](Cl)(=[O:8])[C:2]1[CH:7]=[CH:6][CH:5]=[CH:4][CH:3]=1.[F:10][C:11]1[CH:40]=[CH:39][C:14]([CH2:15][O:16][C:17]2[CH:22]=[CH:21][CH:20]=[CH:19][C:18]=2[C:23]2[N:24]([C:29]3[CH:30]=[C:31]([S:35]([NH2:38])(=[O:37])=[O:36])[CH:32]=[CH:33][CH:34]=3)[C:25]([CH3:28])=[CH:26][CH:27]=2)=[CH:13][CH:12]=1.C(N(CC)CC)C. The catalyst is CN(C1C=CN=CC=1)C.ClCCl. The product is [F:10][C:11]1[CH:12]=[CH:13][C:14]([CH2:15][O:16][C:17]2[CH:22]=[CH:21][CH:20]=[CH:19][C:18]=2[C:23]2[N:24]([C:29]3[CH:30]=[C:31]([S:35]([NH:38][C:1]([C:2]4[CH:7]=[CH:6][CH:5]=[CH:4][CH:3]=4)=[O:8])(=[O:36])=[O:37])[CH:32]=[CH:33][CH:34]=3)[C:25]([CH3:28])=[CH:26][CH:27]=2)=[CH:39][CH:40]=1. (7) The reactants are [C:1]([C:5]1[CH:6]=[C:7]([NH:24][C:25]([NH:27][C@@H:28]2[C:37]3[C:32](=[CH:33][CH:34]=[CH:35][CH:36]=3)[C@H:31]([O:38][C:39]3[CH:40]=[CH:41][C:42]4[N:43]([C:45]([N:48]5[CH2:53][CH2:52][CH2:51][CH2:50][CH2:49]5)=[N:46][N:47]=4)[CH:44]=3)[CH2:30][CH2:29]2)=[O:26])[N:8]([C:10]2[CH:15]=[CH:14][C:13]([O:16][Si](C(C)(C)C)(C)C)=[CH:12][CH:11]=2)[N:9]=1)([CH3:4])([CH3:3])[CH3:2].CCCC[N+](CCCC)(CCCC)CCCC.[F-]. The catalyst is C1COCC1.O. The product is [C:1]([C:5]1[CH:6]=[C:7]([NH:24][C:25]([NH:27][C@@H:28]2[C:37]3[C:32](=[CH:33][CH:34]=[CH:35][CH:36]=3)[C@H:31]([O:38][C:39]3[CH:40]=[CH:41][C:42]4[N:43]([C:45]([N:48]5[CH2:53][CH2:52][CH2:51][CH2:50][CH2:49]5)=[N:46][N:47]=4)[CH:44]=3)[CH2:30][CH2:29]2)=[O:26])[N:8]([C:10]2[CH:15]=[CH:14][C:13]([OH:16])=[CH:12][CH:11]=2)[N:9]=1)([CH3:4])([CH3:2])[CH3:3]. The yield is 0.180. (8) The reactants are [CH3:1][N:2]([CH:4]=[O:5])[CH3:3].[CH3:6][N:7]([CH3:30])[C:8]1[CH:13]=[CH:12][C:11]([C:14]2[C:19]([N:20]3[CH2:26]CC(=O)N[CH2:22][CH2:21]3)=[CH:18][CH:17]=[C:16]([O:28][CH3:29])[N:15]=2)=[CH:10][CH:9]=1.[H-].[Na+].IC. The catalyst is O. The product is [CH3:30][N:7]([CH3:6])[C:8]1[CH:9]=[CH:10][C:11]([C:14]2[C:19]([N:20]3[CH2:21][CH2:22][C:4](=[O:5])[N:2]([CH3:3])[CH2:1][CH2:26]3)=[CH:18][CH:17]=[C:16]([O:28][CH3:29])[N:15]=2)=[CH:12][CH:13]=1. The yield is 0.840. (9) The reactants are [N+:1]([C:4]1[CH:27]=[CH:26][C:25]([N:28]2[CH2:33][CH2:32][CH2:31][CH2:30][CH2:29]2)=[CH:24][C:5]=1[C:6]([NH:8][C:9]1[S:10][C:11]([C:14]2[CH:19]=[CH:18][CH:17]=[C:16]([C:20]([F:23])([F:22])[F:21])[CH:15]=2)=[CH:12][N:13]=1)=[O:7])([O-])=O. The catalyst is CO.[Pd]. The product is [NH2:1][C:4]1[CH:27]=[CH:26][C:25]([N:28]2[CH2:33][CH2:32][CH2:31][CH2:30][CH2:29]2)=[CH:24][C:5]=1[C:6]([NH:8][C:9]1[S:10][C:11]([C:14]2[CH:19]=[CH:18][CH:17]=[C:16]([C:20]([F:22])([F:23])[F:21])[CH:15]=2)=[CH:12][N:13]=1)=[O:7]. The yield is 0.580. (10) The reactants are [CH2:1]([S:3](Cl)(=[O:5])=[O:4])[CH3:2].CS([N:11]1[CH2:16][CH2:15][CH:14]([NH:17][C:18]([NH:20][C:21]2[CH:26]=[CH:25][C:24]([C:27]([F:30])([F:29])[F:28])=[CH:23][CH:22]=2)=[O:19])[CH2:13][CH2:12]1)(=O)=O. No catalyst specified. The product is [CH2:1]([S:3]([N:11]1[CH2:16][CH2:15][CH:14]([NH:17][C:18]([NH:20][C:21]2[CH:26]=[CH:25][C:24]([C:27]([F:28])([F:29])[F:30])=[CH:23][CH:22]=2)=[O:19])[CH2:13][CH2:12]1)(=[O:5])=[O:4])[CH3:2]. The yield is 0.430.